Dataset: Forward reaction prediction with 1.9M reactions from USPTO patents (1976-2016). Task: Predict the product of the given reaction. (1) The product is: [OH:9][CH2:8][C:4]1[CH:3]=[C:2]([NH:35][CH2:34][CH2:33][NH:32][C:31](=[O:36])[O:30][C:26]([CH3:28])([CH3:27])[CH3:29])[CH:7]=[CH:6][N:5]=1. Given the reactants Cl[C:2]1[CH:7]=[CH:6][N:5]=[C:4]([CH2:8][OH:9])[CH:3]=1.C(N(CC)C(C)C)(C)C.C1(C)C=CC=CC=1.[C:26]([O:30][C:31](=[O:36])[NH:32][CH2:33][CH2:34][NH2:35])([CH3:29])([CH3:28])[CH3:27], predict the reaction product. (2) Given the reactants [CH2:1]([Si:3]([C:8]#[CH:9])([CH2:6][CH3:7])[CH2:4][CH3:5])[CH3:2].I[C:11]1[CH:16]=[CH:15][C:14]([OH:17])=[CH:13][CH:12]=1.C(N(CC)CC)C, predict the reaction product. The product is: [CH2:8]([Si:3]([C:6]#[C:7][C:11]1[CH:16]=[CH:15][C:14]([OH:17])=[CH:13][CH:12]=1)([CH2:4][CH3:5])[CH2:1][CH3:2])[CH3:9]. (3) Given the reactants Cl[CH2:2][C:3]([N:5]1[CH2:10][CH2:9][CH2:8][CH:7]([O:11][C:12]2[CH:13]=[C:14]3[C:19](=[CH:20][C:21]=2[O:22][CH3:23])[N:18]=[CH:17][N:16]=[C:15]3[NH:24][C:25]2[CH:30]=[CH:29][CH:28]=[C:27]([Cl:31])[C:26]=2[F:32])[CH2:6]1)=[O:4].[CH3:33][NH:34][CH3:35], predict the reaction product. The product is: [Cl:31][C:27]1[C:26]([F:32])=[C:25]([CH:30]=[CH:29][CH:28]=1)[NH:24][C:15]1[C:14]2[C:19](=[CH:20][C:21]([O:22][CH3:23])=[C:12]([O:11][CH:7]3[CH2:8][CH2:9][CH2:10][N:5]([C:3](=[O:4])[CH2:2][N:34]([CH3:35])[CH3:33])[CH2:6]3)[CH:13]=2)[N:18]=[CH:17][N:16]=1.